Dataset: Full USPTO retrosynthesis dataset with 1.9M reactions from patents (1976-2016). Task: Predict the reactants needed to synthesize the given product. Given the product [F:21][C:18]1[CH:19]=[CH:20][C:15]([S:12]([C:4]2[N:3]=[C:2]([NH:70][C:68]3[N:67]=[CH:66][N:65]([CH3:64])[CH:69]=3)[C:11]3[C:6]([CH:5]=2)=[CH:7][CH:8]=[CH:9][CH:10]=3)(=[O:14])=[O:13])=[CH:16][CH:17]=1, predict the reactants needed to synthesize it. The reactants are: Br[C:2]1[C:11]2[C:6](=[CH:7][CH:8]=[CH:9][CH:10]=2)[CH:5]=[C:4]([S:12]([C:15]2[CH:20]=[CH:19][C:18]([F:21])=[CH:17][CH:16]=2)(=[O:14])=[O:13])[N:3]=1.C1(P(C2C=CC=CC=2)C2C3OC4C(=CC=CC=4P(C4C=CC=CC=4)C4C=CC=CC=4)C(C)(C)C=3C=CC=2)C=CC=CC=1.[CH3:64][N:65]1[CH:69]=[C:68]([NH2:70])[N:67]=[CH:66]1.C([O-])([O-])=O.[Na+].[Na+].